From a dataset of Full USPTO retrosynthesis dataset with 1.9M reactions from patents (1976-2016). Predict the reactants needed to synthesize the given product. (1) Given the product [CH2:1]=[O:2].[C:9]1([OH:10])[CH:11]=[CH:13][CH:14]=[CH:15][CH:16]=1, predict the reactants needed to synthesize it. The reactants are: [C:1]1(C=CC=C(O)C=1)[OH:2].[C:9]1([C:11](=[CH:13][CH:14]=[CH:15][CH:16]=1)O)[OH:10].C1(C=CC(O)=CC=1)O.OC1C=CC(CC2C=CC(O)=CC=2)=CC=1.OC1C=CC(C(C2C=CC(O)=CC=2)(C)C)=CC=1.BrC1C=C(C(C2C=C(Br)C(O)=C(Br)C=2)(C)C)C=C(Br)C=1O.C1C(O)=CC=C(S(C2C=CC(O)=CC=2)(=O)=O)C=1. (2) Given the product [CH2:77]([C@H:48]([NH:47][C:45](=[O:46])[O:44][C:40]([CH3:42])([CH3:41])[CH3:43])[C@@H:49]([OH:76])[CH2:50][CH:51]([NH:65][C:7](=[O:9])[C@@H:6]([NH:5][C:3]([O:2][CH3:1])=[O:4])[C:10]([CH3:13])([CH3:12])[CH3:11])[CH2:52][C:53]1[CH:58]=[CH:57][C:56]([C:59]2[CH:64]=[CH:63][CH:62]=[CH:61][N:60]=2)=[CH:55][CH:54]=1)[C:78]1[CH:83]=[CH:82][CH:81]=[CH:80][CH:79]=1, predict the reactants needed to synthesize it. The reactants are: [CH3:1][O:2][C:3]([NH:5][C@@H:6]([C:10]([CH3:13])([CH3:12])[CH3:11])[C:7]([OH:9])=O)=[O:4].C([O-])([O-])=O.[K+].[K+].CCOP(ON1N=NC2C=CC=CC=2C1=O)(OCC)=O.[C:40]([O:44][C:45]([NH:47][C@@H:48]([CH2:77][C:78]1[CH:83]=[CH:82][CH:81]=[CH:80][CH:79]=1)[C@@H:49]([OH:76])[CH2:50][CH:51]([NH:65]C(=O)OCC1C=CC=CC=1)[CH2:52][C:53]1[CH:58]=[CH:57][C:56]([C:59]2[CH:64]=[CH:63][CH:62]=[CH:61][N:60]=2)=[CH:55][CH:54]=1)=[O:46])([CH3:43])([CH3:42])[CH3:41]. (3) Given the product [Br:1][C:2]1[CH:7]=[CH:6][C:5]([C:8]2[CH:13]=[CH:12][CH:11]=[CH:10][C:9]=2[CH2:14][O:15][Si:23]([CH:30]([CH3:32])[CH3:31])([CH:27]([CH3:29])[CH3:28])[CH:24]([CH3:26])[CH3:25])=[CH:4][C:3]=1[CH3:16], predict the reactants needed to synthesize it. The reactants are: [Br:1][C:2]1[CH:7]=[CH:6][C:5]([C:8]2[CH:13]=[CH:12][CH:11]=[CH:10][C:9]=2[CH2:14][OH:15])=[CH:4][C:3]=1[CH3:16].N1C=CN=C1.Cl[Si:23]([CH:30]([CH3:32])[CH3:31])([CH:27]([CH3:29])[CH3:28])[CH:24]([CH3:26])[CH3:25]. (4) Given the product [C:1]([O:5][C:6]([N:8]1[C@H:13]([C:14](=[O:16])[NH:23][CH:24]2[CH2:29][CH2:28][CH2:27][C:26]([OH:30])([C:31]([F:33])([F:34])[F:32])[CH2:25]2)[CH2:12][C@@H:11]2[C@H:9]1[CH2:10]2)=[O:7])([CH3:2])([CH3:3])[CH3:4], predict the reactants needed to synthesize it. The reactants are: [C:1]([O:5][C:6]([N:8]1[C@H:13]([C:14]([OH:16])=O)[CH2:12][C@@H:11]2[C@H:9]1[CH2:10]2)=[O:7])([CH3:4])([CH3:3])[CH3:2].C(OC(Cl)=O)C.[NH2:23][CH:24]1[CH2:29][CH2:28][CH2:27][C:26]([C:31]([F:34])([F:33])[F:32])([OH:30])[CH2:25]1. (5) Given the product [F:32][C:10]1[CH:11]=[C:12]([C:15]2[O:16][C:17]3[CH:23]=[C:22]([O:24][CH2:25][C@@H:26]([NH:28][C:29](=[O:31])[CH3:30])[CH3:27])[CH:21]=[CH:20][C:18]=3[N:19]=2)[CH:13]=[CH:14][C:9]=1[OH:8], predict the reactants needed to synthesize it. The reactants are: C([O:8][C:9]1[CH:14]=[CH:13][C:12]([C:15]2[O:16][C:17]3[CH:23]=[C:22]([O:24][CH2:25][C@@H:26]([NH:28][C:29](=[O:31])[CH3:30])[CH3:27])[CH:21]=[CH:20][C:18]=3[N:19]=2)=[CH:11][C:10]=1[F:32])C1C=CC=CC=1. (6) Given the product [C:1]1([CH:7]([C:13]2[CH:18]=[CH:17][CH:16]=[CH:15][CH:14]=2)[N:8]2[CH2:11][C:10](=[N:20][NH:19][C:21]([O:23][C:24]([CH3:27])([CH3:26])[CH3:25])=[O:22])[CH2:9]2)[CH:6]=[CH:5][CH:4]=[CH:3][CH:2]=1, predict the reactants needed to synthesize it. The reactants are: [C:1]1([CH:7]([C:13]2[CH:18]=[CH:17][CH:16]=[CH:15][CH:14]=2)[N:8]2[CH2:11][C:10](=O)[CH2:9]2)[CH:6]=[CH:5][CH:4]=[CH:3][CH:2]=1.[NH:19]([C:21]([O:23][C:24]([CH3:27])([CH3:26])[CH3:25])=[O:22])[NH2:20].C(O)(=O)C. (7) Given the product [F:18][C:2]([F:1])([F:17])[C:3]([NH:5][C@H:6]1[C:15]2[C:10](=[CH:11][CH:12]=[C:13]([F:16])[CH:14]=2)[C:9](=[O:27])[CH2:8][CH2:7]1)=[O:4], predict the reactants needed to synthesize it. The reactants are: [F:1][C:2]([F:18])([F:17])[C:3]([NH:5][C@H:6]1[C:15]2[C:10](=[CH:11][CH:12]=[C:13]([F:16])[CH:14]=2)[CH2:9][CH2:8][CH2:7]1)=[O:4].O.O.O.O.O.O.O.S([O-])([O-])(=O)=[O:27].[Mg+2].O.[K]. (8) Given the product [C:1]([NH:5][S:6]([C:9]1[CH:14]=[CH:13][CH:12]=[C:11]([C:15]2[N:23]3[C:18]([CH:19]=[N:20][C:21]([NH:38][C:35]4[CH:36]=[CH:37][C:32]5[O:31][CH2:30][CH2:29][N:28]([CH3:27])[C:33]=5[CH:34]=4)=[N:22]3)=[CH:17][CH:16]=2)[CH:10]=1)(=[O:8])=[O:7])([CH3:4])([CH3:3])[CH3:2], predict the reactants needed to synthesize it. The reactants are: [C:1]([NH:5][S:6]([C:9]1[CH:14]=[CH:13][CH:12]=[C:11]([C:15]2[N:23]3[C:18]([CH:19]=[N:20][C:21](S(C)=O)=[N:22]3)=[CH:17][CH:16]=2)[CH:10]=1)(=[O:8])=[O:7])([CH3:4])([CH3:3])[CH3:2].[CH3:27][N:28]1[C:33]2[CH:34]=[C:35]([NH2:38])[CH:36]=[CH:37][C:32]=2[O:31][CH2:30][CH2:29]1. (9) Given the product [NH2:51][CH2:49][C:17]([NH:19][CH2:20][CH2:21][C@H:22]([NH:26][C:57]([NH:56][C:59]1[CH:71]=[CH:70][C:69]2[C:68]3[C:63](=[CH:64][CH:65]=[CH:66][CH:67]=3)[CH2:62][C:61]=2[CH:60]=1)=[O:58])[C:23]([NH:11][C:7]1[CH:8]=[C:9]2[C:4](=[CH:5][CH:6]=1)[NH:3][C:2]([CH3:1])=[CH:10]2)=[O:25])=[O:18], predict the reactants needed to synthesize it. The reactants are: [CH3:1][C:2]1[NH:3][C:4]2[C:9]([CH:10]=1)=[CH:8][C:7]([NH2:11])=[CH:6][CH:5]=2.C(O[C:17]([NH:19][CH2:20][CH2:21][C@H:22]([NH:26]C(OCC1C2C=CC=CC=2C2C1=CC=CC=2)=O)[C:23]([OH:25])=O)=[O:18])(C)(C)C.C(O[C:49]([NH:51]CC(O)=O)=O)(C)(C)C.[N:56]([C:59]1[CH:71]=[CH:70][C:69]2[C:68]3[C:63](=[CH:64][CH:65]=[CH:66][CH:67]=3)[CH2:62][C:61]=2[CH:60]=1)=[C:57]=[O:58].